Task: Regression/Classification. Given a drug SMILES string, predict its absorption, distribution, metabolism, or excretion properties. Task type varies by dataset: regression for continuous measurements (e.g., permeability, clearance, half-life) or binary classification for categorical outcomes (e.g., BBB penetration, CYP inhibition). Dataset: bbb_martins.. Dataset: Blood-brain barrier penetration binary classification data from Martins et al. (1) The result is 0 (does not penetrate BBB). The drug is CC[C@H]1OC(=O)[C@H](C)[C@@H](OC2CC(C)(OC)C(O)C(C)O2)C(C)[C@@H](OC2OC(C)CC(N(C)C)C2O)[C@](C)(O)C[C@@H](C)/C(=N\OC)[C@H](C)[C@@H](O)[C@]1(C)O. (2) The compound is COc1ccc2c(c1)c1c3n2CCN(C)C3=NCC1. The result is 1 (penetrates BBB). (3) The drug is CCC1(c2ccccc2)NC(=O)N(C)C1=O. The result is 1 (penetrates BBB). (4) The molecule is Cc1cc(=O)oc2cc(O)ccc12. The result is 0 (does not penetrate BBB). (5) The drug is CCN(CC)C(=O)N[C@H]1C=C2c3cccc4[nH]cc(c34)C[C@H]2N(C)C1. The result is 1 (penetrates BBB). (6) The drug is CC#C[C@]1(O)CC[C@H]2[C@@H]3CCC4=CC(=O)CCC4=C3[C@@H](c3ccc(N(C)C)cc3)C[C@@]21C. The result is 0 (does not penetrate BBB). (7) The molecule is Cc1nnc(SCC2=C(C(=O)OCc3oc(=O)oc3C)N3C(=O)C(NC(=O)C(OC(=O)C(C)N)c4ccccc4)C3SC2)s1. The result is 0 (does not penetrate BBB).